Dataset: Reaction yield outcomes from USPTO patents with 853,638 reactions. Task: Predict the reaction yield, written as a fraction of the theoretical maximum amount of product (1.0 means a 100% yield; for example, 0.34 means a 34% yield). (1) The yield is 0.570. The catalyst is C1(C)C=CC=CC=1.C1C=CC(/C=C/C(/C=C/C2C=CC=CC=2)=O)=CC=1.C1C=CC(/C=C/C(/C=C/C2C=CC=CC=2)=O)=CC=1.C1C=CC(/C=C/C(/C=C/C2C=CC=CC=2)=O)=CC=1.[Pd].[Pd]. The product is [Br:32][C:33]1[C:39]([F:40])=[CH:38][C:36]([NH:37][C:9]2[C:13]3[CH:14]=[N:15][CH:16]=[CH:17][C:12]=3[O:11][C:10]=2[C:18]([O:20][CH2:21][CH3:22])=[O:19])=[C:35]([F:41])[CH:34]=1. The reactants are FC(F)(C(F)(F)F)C(F)(F)C(F)(F)S(O[C:9]1[C:13]2[CH:14]=[N:15][CH:16]=[CH:17][C:12]=2[O:11][C:10]=1[C:18]([O:20][CH2:21][CH3:22])=[O:19])(=O)=O.[Br:32][C:33]1[C:39]([F:40])=[CH:38][C:36]([NH2:37])=[C:35]([F:41])[CH:34]=1.CC1(C)C2C(=C(P(C3C=CC=CC=3)C3C=CC=CC=3)C=CC=2)OC2C(P(C3C=CC=CC=3)C3C=CC=CC=3)=CC=CC1=2.C1CCN2C(=NCCC2)CC1. (2) The reactants are CS([C:5]1[N:10]=[C:9]([C:11]2[C:12]([CH3:17])=[N:13][CH:14]=[CH:15][CH:16]=2)[CH:8]=[CH:7][N:6]=1)(=O)=O.[O:18]1CCOCC1. No catalyst specified. The product is [CH3:17][C:12]1[C:11]([C:9]2[CH:8]=[CH:7][NH:6][C:5](=[O:18])[N:10]=2)=[CH:16][CH:15]=[CH:14][N:13]=1. The yield is 1.00. (3) The reactants are [CH3:1][O:2][C:3]1[C:12]([O:13][CH3:14])=[C:11]2[C:6]([N:7]=[CH:8][C:9](=O)[NH:10]2)=[CH:5][CH:4]=1.P(Cl)(Cl)([Cl:18])=O.CCCCCC. The product is [Cl:18][C:9]1[CH:8]=[N:7][C:6]2[C:11](=[C:12]([O:13][CH3:14])[C:3]([O:2][CH3:1])=[CH:4][CH:5]=2)[N:10]=1. The yield is 0.770. The catalyst is C(OCC)(=O)C. (4) The reactants are [Cl:1][C:2]1[N:10]=[C:9]2[C:5]([N:6]=[C:7]([CH:12]=O)[N:8]2[CH3:11])=[C:4]([N:14]2[CH2:19][CH2:18][O:17][CH2:16][CH2:15]2)[N:3]=1.[CH3:20][S:21]([N:24]1[CH2:29][C@@H:28]2[CH2:30][C@H:25]1[CH2:26][NH:27]2)(=[O:23])=[O:22].C(O[BH-](OC(=O)C)OC(=O)C)(=O)C.[Na+]. The catalyst is ClCCCl. The product is [Cl:1][C:2]1[N:10]=[C:9]2[C:5]([N:6]=[C:7]([CH2:12][N:27]3[CH2:26][C@@H:25]4[CH2:30][C@H:28]3[CH2:29][N:24]4[S:21]([CH3:20])(=[O:23])=[O:22])[N:8]2[CH3:11])=[C:4]([N:14]2[CH2:19][CH2:18][O:17][CH2:16][CH2:15]2)[N:3]=1. The yield is 0.980. (5) The yield is 0.710. The catalyst is C1COCC1. The reactants are Cl.[NH2:2][CH2:3][CH2:4][NH:5][C:6](=[O:19])[C:7]1[CH:12]=[CH:11][C:10]([O:13][CH2:14][C:15]([F:18])([F:17])[F:16])=[N:9][CH:8]=1.[C:20]([O:24][C:25]([NH:27][C:28]1[C:32]([C:33](O)=[O:34])=[CH:31][N:30]([C:36]2[CH:41]=[CH:40][CH:39]=[CH:38][CH:37]=2)[N:29]=1)=[O:26])([CH3:23])([CH3:22])[CH3:21].CN(C(ON1N=NC2C=CC=NC1=2)=[N+](C)C)C.F[P-](F)(F)(F)(F)F.CCN(C(C)C)C(C)C. The product is [C:36]1([N:30]2[CH:31]=[C:32]([C:33](=[O:34])[NH:2][CH2:3][CH2:4][NH:5][C:6](=[O:19])[C:7]3[CH:12]=[CH:11][C:10]([O:13][CH2:14][C:15]([F:16])([F:17])[F:18])=[N:9][CH:8]=3)[C:28]([NH:27][C:25](=[O:26])[O:24][C:20]([CH3:22])([CH3:21])[CH3:23])=[N:29]2)[CH:37]=[CH:38][CH:39]=[CH:40][CH:41]=1. (6) The reactants are [I:1]I.[CH3:3][Sn:4]([CH3:17])(C1C=CC=CC=1)[C:5]1[CH:10]=[CH:9][CH:8]=[CH:7][CH:6]=1. The catalyst is CO. The product is [CH3:3][Sn:4]([I:1])([CH3:17])[C:5]1[CH:10]=[CH:9][CH:8]=[CH:7][CH:6]=1. The yield is 0.440.